Task: Predict the product of the given reaction.. Dataset: Forward reaction prediction with 1.9M reactions from USPTO patents (1976-2016) (1) Given the reactants [CH:1](O)=[O:2].C(OC(=O)C)(=O)C.[NH:11]1[C:19]2[C:14](=[C:15]([N:20]3[CH2:25][CH2:24][N:23]([C:26](=[O:36])[C@H:27]([NH2:35])[CH2:28][C:29]4[CH:34]=[CH:33][CH:32]=[CH:31][N:30]=4)[CH2:22][CH2:21]3)[CH:16]=[CH:17][CH:18]=2)[CH:13]=[CH:12]1.N1(C2C=CC=C3C=2C=CN3)CCNCC1.C(OC(N[C@H](CC1C=CC=CN=1)C(O)=O)=O)(C)(C)C, predict the reaction product. The product is: [NH:11]1[C:19]2[C:14](=[C:15]([N:20]3[CH2:25][CH2:24][N:23]([C:26](=[O:36])[C@H:27]([NH:35][CH:1]=[O:2])[CH2:28][C:29]4[CH:34]=[CH:33][CH:32]=[CH:31][N:30]=4)[CH2:22][CH2:21]3)[CH:16]=[CH:17][CH:18]=2)[CH:13]=[CH:12]1. (2) Given the reactants [Si:1]([O:8][CH2:9][CH2:10][N:11]1[C:15]([C:16](OCC)=[O:17])=[CH:14][C:13]([C:21](OCC)=[O:22])=[N:12]1)([C:4]([CH3:7])([CH3:6])[CH3:5])([CH3:3])[CH3:2].[H-].C([Al+]CC(C)C)C(C)C, predict the reaction product. The product is: [Si:1]([O:8][CH2:9][CH2:10][N:11]1[C:15]([CH2:16][OH:17])=[CH:14][C:13]([CH2:21][OH:22])=[N:12]1)([C:4]([CH3:7])([CH3:5])[CH3:6])([CH3:3])[CH3:2].